From a dataset of Full USPTO retrosynthesis dataset with 1.9M reactions from patents (1976-2016). Predict the reactants needed to synthesize the given product. (1) Given the product [N:20]1([CH2:19][C:15]2[CH:16]=[C:17]3[N:18]=[C:10]([C:5]4[CH:6]=[CH:7][CH:8]=[CH:9][C:4]=4[NH2:1])[S:11][C:12]3=[N:13][CH:14]=2)[CH2:21][CH2:22][CH2:23][CH2:24]1, predict the reactants needed to synthesize it. The reactants are: [N+:1]([C:4]1[CH:9]=[CH:8][CH:7]=[CH:6][C:5]=1[C:10]1[S:11][C:12]2[C:17]([N:18]=1)=[CH:16][C:15]([CH2:19][N:20]1[CH2:24][CH2:23][CH2:22][CH2:21]1)=[CH:14][N:13]=2)([O-])=O.C(O)(=O)C.C([O-])([O-])=O.[Na+].[Na+]. (2) The reactants are: [OH:1][C:2]1[CH:3]=[C:4]([CH2:8][NH:9][C:10](=[O:18])[C:11]2[CH:16]=[CH:15][CH:14]=[N:13][C:12]=2[NH2:17])[CH:5]=[CH:6][CH:7]=1.I[CH2:20][CH2:21][CH2:22][CH2:23][CH3:24].C(=O)([O-])[O-].[Cs+].[Cs+].CN(C=O)C. Given the product [CH2:20]([O:1][C:2]1[CH:3]=[C:4]([CH2:8][NH:9][C:10](=[O:18])[C:11]2[CH:16]=[CH:15][CH:14]=[N:13][C:12]=2[NH2:17])[CH:5]=[CH:6][CH:7]=1)[CH2:21][CH2:22][CH2:23][CH3:24], predict the reactants needed to synthesize it. (3) Given the product [CH:30]1[CH:31]=[CH:32][C:27]([CH2:26][N:33]2[C:2]([OH:3])([C:12]3[CH:17]=[CH:16][C:15]([Cl:18])=[CH:14][CH:13]=3)[C:10]3[C:5](=[CH:6][CH:7]=[CH:8][CH:9]=3)[C:4]2=[O:11])=[CH:28][CH:29]=1, predict the reactants needed to synthesize it. The reactants are: Cl[C:2]1([C:12]2[CH:17]=[CH:16][C:15]([Cl:18])=[CH:14][CH:13]=2)[C:10]2[C:5](=[CH:6][CH:7]=[CH:8][CH:9]=2)[C:4](=[O:11])[O:3]1.C(N(CC)CC)C.[CH2:26]([NH2:33])[C:27]1[CH:32]=[CH:31][CH:30]=[CH:29][CH:28]=1. (4) Given the product [CH2:17]([NH:20][C:10]1[N:11]=[C:6]([NH:5][CH2:1][CH2:2][CH2:3][CH3:4])[C:7]2[S:15][CH:14]=[C:13]([CH3:16])[C:8]=2[N:9]=1)[CH:18]=[CH2:19], predict the reactants needed to synthesize it. The reactants are: [CH2:1]([NH:5][C:6]1[C:7]2[S:15][CH:14]=[C:13]([CH3:16])[C:8]=2[N:9]=[C:10](Cl)[N:11]=1)[CH2:2][CH2:3][CH3:4].[CH2:17]([NH2:20])[CH:18]=[CH2:19].C(=O)([O-])O.[Na+].